From a dataset of Catalyst prediction with 721,799 reactions and 888 catalyst types from USPTO. Predict which catalyst facilitates the given reaction. Reactant: [CH:1]1([NH2:7])[CH2:6][CH2:5][CH2:4][CH2:3][CH2:2]1.C(N(CC)CC)C.[C:15](Cl)(=[O:17])[CH3:16]. Product: [CH:1]1([NH:7][C:15](=[O:17])[CH3:16])[CH2:6][CH2:5][CH2:4][CH2:3][CH2:2]1. The catalyst class is: 4.